Dataset: Peptide-MHC class II binding affinity with 134,281 pairs from IEDB. Task: Regression. Given a peptide amino acid sequence and an MHC pseudo amino acid sequence, predict their binding affinity value. This is MHC class II binding data. (1) The peptide sequence is QESVVREAMGKIDPT. The MHC is DRB1_0101 with pseudo-sequence DRB1_0101. The binding affinity (normalized) is 0.248. (2) The peptide sequence is RPGLLIGFGLRTLWS. The MHC is DRB1_1101 with pseudo-sequence DRB1_1101. The binding affinity (normalized) is 0.563. (3) The peptide sequence is LALVGFLGGLITGIS. The MHC is DRB1_0401 with pseudo-sequence DRB1_0401. The binding affinity (normalized) is 0.0883. (4) The peptide sequence is IITFKDKTDIHRLEP. The MHC is HLA-DQA10601-DQB10402 with pseudo-sequence HLA-DQA10601-DQB10402. The binding affinity (normalized) is 0.305. (5) The binding affinity (normalized) is 0.327. The MHC is HLA-DQA10501-DQB10402 with pseudo-sequence HLA-DQA10501-DQB10402. The peptide sequence is GARRSGDVLWDIPTP. (6) The peptide sequence is TWYGKPTGAGPKDNG. The MHC is DRB1_0401 with pseudo-sequence DRB1_0401. The binding affinity (normalized) is 0.0651. (7) The peptide sequence is AFKAAATAANAAPAN. The MHC is DRB1_0901 with pseudo-sequence DRB1_0901. The binding affinity (normalized) is 0.534.